From a dataset of Forward reaction prediction with 1.9M reactions from USPTO patents (1976-2016). Predict the product of the given reaction. (1) Given the reactants [NH2:1][CH2:2][CH2:3][CH2:4][CH2:5][N:6]1[C:18]2[C:17]3[CH:16]=[CH:15][CH:14]=[CH:13][C:12]=3[N:11]=[C:10]([NH2:19])[C:9]=2[N:8]=[C:7]1[CH2:20][CH2:21][O:22][CH3:23].[NH:24]1[C:32]2[C:27](=[CH:28][C:29]([C:33](O)=[O:34])=[CH:30][CH:31]=2)[CH:26]=[CH:25]1, predict the reaction product. The product is: [NH2:19][C:10]1[C:9]2[N:8]=[C:7]([CH2:20][CH2:21][O:22][CH3:23])[N:6]([CH2:5][CH2:4][CH2:3][CH2:2][NH:1][C:33]([C:29]3[CH:28]=[C:27]4[C:32](=[CH:31][CH:30]=3)[NH:24][CH:25]=[CH:26]4)=[O:34])[C:18]=2[C:17]2[CH:16]=[CH:15][CH:14]=[CH:13][C:12]=2[N:11]=1. (2) Given the reactants C(OC(N1CCC(C[C:13]2[C:18]([N+:19]([O-])=O)=[CH:17][CH:16]=[C:15]([N:22]([CH3:24])[CH3:23])[N:14]=2)CC1)=O)C.[C:25]([N:32]1[CH:36]=[CH:35]N=C1)(N1C=CN=C1)=[O:26].[C:37]([O:40][CH2:41][CH3:42])(=[O:39])C, predict the reaction product. The product is: [CH2:41]([O:40][C:37]([N:14]1[CH2:15][CH2:35][CH:36]([N:32]2[C:13]3=[N:14][C:15]([N:22]([CH3:23])[CH3:24])=[CH:16][CH:17]=[C:18]3[NH:19][C:25]2=[O:26])[CH2:18][CH2:13]1)=[O:39])[CH3:42].